This data is from Full USPTO retrosynthesis dataset with 1.9M reactions from patents (1976-2016). The task is: Predict the reactants needed to synthesize the given product. (1) Given the product [Cl:17][C:14]1[CH:15]=[CH:16][C:11]([C:9]2[CH:10]=[C:5]([C:3]([OH:4])=[O:2])[N:6]=[N:7][C:8]=2[O:18][CH2:19][C:20]([F:23])([F:22])[F:21])=[CH:12][CH:13]=1, predict the reactants needed to synthesize it. The reactants are: C[O:2][C:3]([C:5]1[N:6]=[N:7][C:8]([O:18][CH2:19][C:20]([F:23])([F:22])[F:21])=[C:9]([C:11]2[CH:16]=[CH:15][C:14]([Cl:17])=[CH:13][CH:12]=2)[CH:10]=1)=[O:4].[OH-].[Li+].Cl. (2) Given the product [CH:26]1([NH:29][C:23]([C:22]2[CH:21]=[N:20][N:17]3[CH:18]=[CH:19][C:14]([N:9]4[CH2:10][C@H:11]([OH:13])[CH2:12][C@@H:8]4[C:4]4[CH:5]=[CH:6][CH:7]=[C:2]([F:1])[CH:3]=4)=[N:15][C:16]=23)=[O:24])[CH2:28][CH2:27]1, predict the reactants needed to synthesize it. The reactants are: [F:1][C:2]1[CH:3]=[C:4]([C@H:8]2[CH2:12][C@@H:11]([OH:13])[CH2:10][N:9]2[C:14]2[CH:19]=[CH:18][N:17]3[N:20]=[CH:21][C:22]([C:23](O)=[O:24])=[C:16]3[N:15]=2)[CH:5]=[CH:6][CH:7]=1.[CH:26]1([NH2:29])[CH2:28][CH2:27]1. (3) Given the product [ClH:24].[CH2:18]([O:17][C:13]1[CH:14]=[C:15]2[C:10](=[CH:11][C:12]=1[C:20]([F:23])([F:21])[F:22])[CH2:9][NH:8][CH2:16]2)[CH3:19], predict the reactants needed to synthesize it. The reactants are: C(OC([N:8]1[CH2:16][C:15]2[C:10](=[CH:11][C:12]([C:20]([F:23])([F:22])[F:21])=[C:13]([O:17][CH2:18][CH3:19])[CH:14]=2)[CH2:9]1)=O)(C)(C)C.[ClH:24].